From a dataset of Full USPTO retrosynthesis dataset with 1.9M reactions from patents (1976-2016). Predict the reactants needed to synthesize the given product. (1) Given the product [Cl:14][C:13]1[C:4]([CH:2]([N:20]2[C:16](=[O:26])[C:17]3[C:18](=[CH:22][CH:23]=[CH:24][CH:25]=3)[C:19]2=[O:21])[CH3:3])=[N:5][C:6]2[C:11]([N:12]=1)=[C:10]([Cl:15])[CH:9]=[CH:8][CH:7]=2, predict the reactants needed to synthesize it. The reactants are: Br[CH:2]([C:4]1[C:13]([Cl:14])=[N:12][C:11]2[C:6](=[CH:7][CH:8]=[CH:9][C:10]=2[Cl:15])[N:5]=1)[CH3:3].[C:16]1(=[O:26])[NH:20][C:19](=[O:21])[C:18]2=[CH:22][CH:23]=[CH:24][CH:25]=[C:17]12.[K].O.CCOC(C)=O. (2) Given the product [CH:1]1([N:4]2[CH2:17][C:16]([O:19][CH3:20])=[CH:15][C:14]2=[O:13])[CH2:3][CH2:2]1, predict the reactants needed to synthesize it. The reactants are: [CH:1]1([NH2:4])[CH2:3][CH2:2]1.C(N(CC)CC)C.C[O:13][C:14](=O)/[CH:15]=[C:16](/[O:19][CH3:20])\[CH2:17]Cl. (3) Given the product [CH3:1][O:2][C:3]([C@@:5]12[CH2:11][CH2:10][C@:9]1([CH2:12][OH:13])[CH2:8][N:7]([C@@H:21]([C:23]1[CH:24]=[CH:25][CH:26]=[CH:27][CH:28]=1)[CH3:22])[C:6]2=[O:29])=[O:4], predict the reactants needed to synthesize it. The reactants are: [CH3:1][O:2][C:3]([C@@:5]12[CH2:11][CH2:10][C@:9]1([CH2:12][O:13]CC1C=CC=CC=1)[CH2:8][N:7]([C@@H:21]([C:23]1[CH:28]=[CH:27][CH:26]=[CH:25][CH:24]=1)[CH3:22])[C:6]2=[O:29])=[O:4].O1CCCC1.[H][H]. (4) Given the product [Cl:12][C:13]1[CH:14]=[CH:15][C:16]([CH2:17][NH:18][C:19]([C:21]2[C:22](=[O:32])[C:23]3[CH:29]=[C:28]([CH2:30][OH:31])[S:27][C:24]=3[N:25]([CH2:8][CH2:9][O:10][CH3:11])[CH:26]=2)=[O:20])=[CH:33][CH:34]=1, predict the reactants needed to synthesize it. The reactants are: C(=O)([O-])[O-].[K+].[K+].Br[CH2:8][CH2:9][O:10][CH3:11].[Cl:12][C:13]1[CH:34]=[CH:33][C:16]([CH2:17][NH:18][C:19]([C:21]2[C:22]([OH:32])=[C:23]3[CH:29]=[C:28]([CH2:30][OH:31])[S:27][C:24]3=[N:25][CH:26]=2)=[O:20])=[CH:15][CH:14]=1.